Dataset: Catalyst prediction with 721,799 reactions and 888 catalyst types from USPTO. Task: Predict which catalyst facilitates the given reaction. (1) Reactant: [H-].[Na+].[F:3][C:4]1[CH:5]=[C:6]2[C:10](=[CH:11][CH:12]=1)[NH:9][CH:8]=[C:7]2[CH:13]1[CH2:17][CH2:16][C:15](=[O:18])[CH2:14]1.I[CH3:20].O. Product: [F:3][C:4]1[CH:5]=[C:6]2[C:10](=[CH:11][CH:12]=1)[N:9]([CH3:20])[CH:8]=[C:7]2[CH:13]1[CH2:17][CH2:16][C:15](=[O:18])[CH2:14]1. The catalyst class is: 9. (2) Product: [OH:12][C:5]1[C:6]2[C:11](=[CH:10][CH:9]=[CH:8][CH:7]=2)[N:2]([N:1]2[C:17](=[O:18])[C:16]3[C:15](=[CH:23][CH:22]=[CH:21][CH:20]=3)[C:14]2=[O:19])[C:3](=[O:13])[CH:4]=1. Reactant: [NH2:1][N:2]1[C:11]2[C:6](=[CH:7][CH:8]=[CH:9][CH:10]=2)[C:5]([OH:12])=[CH:4][C:3]1=[O:13].[C:14]1(=O)[O:19][C:17](=[O:18])[C:16]2=[CH:20][CH:21]=[CH:22][CH:23]=[C:15]12.C(N(C(C)C)CC)(C)C. The catalyst class is: 12. (3) Reactant: [CH3:1][O:2][C:3]1[CH:8]=[C:7]([C:9]2[CH:14]=[CH:13][CH:12]=[CH:11][N:10]=2)[CH:6]=[CH:5][C:4]=1[NH:15][C:16](=[O:22])[O:17][C:18]([CH3:21])([CH3:20])[CH3:19]. Product: [CH3:1][O:2][C:3]1[CH:8]=[C:7]([CH:9]2[CH2:14][CH2:13][CH2:12][CH2:11][NH:10]2)[CH:6]=[CH:5][C:4]=1[NH:15][C:16](=[O:22])[O:17][C:18]([CH3:20])([CH3:19])[CH3:21]. The catalyst class is: 603. (4) Reactant: [C:1]1([S:7]([N:10]2[C:18]3[C:13](=[CH:14][C:15](Br)=[CH:16][C:17]=3[F:19])[CH:12]=[C:11]2[CH3:21])(=[O:9])=[O:8])[CH:6]=[CH:5][CH:4]=[CH:3][CH:2]=1.[Li]C(C)(C)C.CON[C:30](=[O:33])[CH2:31]C. Product: [C:1]1([S:7]([N:10]2[C:18]3[C:13](=[CH:14][C:15]([C:30](=[O:33])[CH3:31])=[CH:16][C:17]=3[F:19])[CH:12]=[C:11]2[CH3:21])(=[O:9])=[O:8])[CH:6]=[CH:5][CH:4]=[CH:3][CH:2]=1. The catalyst class is: 1. (5) Reactant: C(O[C:6]([N:8](C)[C:9]1[CH:18]=[CH:17][C:16]2[C:11](=[CH:12][C:13]([CH2:19][C:20]3[CH:42]=[CH:41][C:23]([CH2:24][C@@H:25]([C:37]([O:39]C)=[O:38])[NH:26][C:27]([C:29]4[C:34]([Cl:35])=[CH:33][CH:32]=[CH:31][C:30]=4[Cl:36])=[O:28])=[CH:22][CH:21]=3)=[CH:14][CH:15]=2)[N:10]=1)=O)(C)(C)C.C(O)(C(F)(F)F)=O.N.[Li+].[OH-].O. Product: [Cl:36][C:30]1[CH:31]=[CH:32][CH:33]=[C:34]([Cl:35])[C:29]=1[C:27]([NH:26][C@H:25]([C:37]([OH:39])=[O:38])[CH2:24][C:23]1[CH:41]=[CH:42][C:20]([CH2:19][C:13]2[CH:12]=[C:11]3[C:16]([CH:17]=[CH:18][C:9]([NH:8][CH3:6])=[N:10]3)=[CH:15][CH:14]=2)=[CH:21][CH:22]=1)=[O:28]. The catalyst class is: 61. (6) Reactant: [H-].[Na+].[Br:3][C:4]1[CH:9]=[CH:8][C:7]([C:10](=[O:17])[CH2:11][C:12]([O:14][CH2:15][CH3:16])=[O:13])=[C:6]([F:18])[C:5]=1[O:19][CH3:20].[CH:21]1([N:24]=[C:25]=[S:26])[CH2:23][CH2:22]1.[CH3:27]I. Product: [Br:3][C:4]1[CH:9]=[CH:8][C:7]([C:10]([OH:17])=[C:11]([CH2:27][S:26][CH:25]=[N:24][CH:21]2[CH2:23][CH2:22]2)[C:12]([O:14][CH2:15][CH3:16])=[O:13])=[C:6]([F:18])[C:5]=1[O:19][CH3:20]. The catalyst class is: 9. (7) Reactant: [O:1]=[O+][O-].[OH:4][C:5]1([CH:16]=C)[CH2:10][CH2:9][CH:8]([C:11]([O:13][CH2:14][CH3:15])=[O:12])[CH2:7][CH2:6]1.CSC. Product: [CH:16]([C:5]1([OH:4])[CH2:6][CH2:7][CH:8]([C:11]([O:13][CH2:14][CH3:15])=[O:12])[CH2:9][CH2:10]1)=[O:1]. The catalyst class is: 4.